This data is from Peptide-MHC class II binding affinity with 134,281 pairs from IEDB. The task is: Regression. Given a peptide amino acid sequence and an MHC pseudo amino acid sequence, predict their binding affinity value. This is MHC class II binding data. (1) The peptide sequence is GNGVVALRNAQLVTF. The MHC is HLA-DQA10102-DQB10602 with pseudo-sequence HLA-DQA10102-DQB10602. The binding affinity (normalized) is 0.412. (2) The peptide sequence is KECPFSNRVWNSFQI. The MHC is DRB1_1101 with pseudo-sequence DRB1_1101. The binding affinity (normalized) is 0.0749. (3) The peptide sequence is DKELYPLASLRSLFG. The MHC is DRB1_1201 with pseudo-sequence DRB1_1201. The binding affinity (normalized) is 0.795. (4) The peptide sequence is TSQYRIQGKLEYRH. The MHC is DRB1_0405 with pseudo-sequence DRB1_0405. The binding affinity (normalized) is 0.330. (5) The peptide sequence is LHFSEALHIIAGTPE. The MHC is HLA-DPA10103-DPB10301 with pseudo-sequence HLA-DPA10103-DPB10301. The binding affinity (normalized) is 0.0315.